Task: Predict the product of the given reaction.. Dataset: Forward reaction prediction with 1.9M reactions from USPTO patents (1976-2016) (1) Given the reactants C([N:8]1[CH2:12][C@@H:11]([C:13]([N:15]2[CH2:19][C@@H:18]([N:20]([C@H:28]3[CH2:33][CH2:32][C@@H:31]([CH3:34])[CH2:30][CH2:29]3)[C:21]([C@@H:23]3[CH2:27][CH2:26][CH2:25][O:24]3)=[O:22])[CH2:17][C@H:16]2[C:35]([N:37]2[CH2:42][CH2:41][N:40]([CH3:43])[CH2:39][CH2:38]2)=[O:36])=[O:14])[C@H:10]([C:44]2[CH:49]=[CH:48][C:47]([Cl:50])=[CH:46][CH:45]=2)[CH2:9]1)(OC(C)(C)C)=O.Cl, predict the reaction product. The product is: [Cl:50][C:47]1[CH:46]=[CH:45][C:44]([C@@H:10]2[CH2:9][NH:8][CH2:12][C@H:11]2[C:13]([N:15]2[C@@H:16]([C:35]([N:37]3[CH2:38][CH2:39][N:40]([CH3:43])[CH2:41][CH2:42]3)=[O:36])[CH2:17][C@H:18]([N:20]([C@H:28]3[CH2:33][CH2:32][C@@H:31]([CH3:34])[CH2:30][CH2:29]3)[C:21]([C@@H:23]3[CH2:27][CH2:26][CH2:25][O:24]3)=[O:22])[CH2:19]2)=[O:14])=[CH:49][CH:48]=1. (2) The product is: [NH2:11][C:10]1[N:1]([CH2:3][CH2:4][OH:5])[N:2]=[C:8]([C:7]([CH3:14])([CH3:13])[CH3:6])[CH:9]=1. Given the reactants [NH:1]([CH2:3][CH2:4][OH:5])[NH2:2].[CH3:6][C:7]([CH3:14])([CH3:13])[C:8](=O)[CH2:9][C:10]#[N:11].Cl, predict the reaction product. (3) The product is: [CH2:33]([N:21]([CH2:22]/[CH:23]=[CH:24]/[C:25]1[CH:26]=[C:27]([CH:30]=[CH:31][CH:32]=1)[C:28]#[N:29])[C:18]1[CH:19]=[CH:20][C:15]([O:14][CH:11]2[CH2:12][CH2:13][N:8]([C:6]([O:5][C:1]([CH3:4])([CH3:2])[CH3:3])=[O:7])[CH2:9][CH2:10]2)=[CH:16][CH:17]=1)[C:34]1[CH:39]=[CH:38][CH:37]=[CH:36][CH:35]=1. Given the reactants [C:1]([O:5][C:6]([N:8]1[CH2:13][CH2:12][CH:11]([O:14][C:15]2[CH:20]=[CH:19][C:18]([NH:21][CH2:22]/[CH:23]=[CH:24]/[C:25]3[CH:26]=[C:27]([CH:30]=[CH:31][CH:32]=3)[C:28]#[N:29])=[CH:17][CH:16]=2)[CH2:10][CH2:9]1)=[O:7])([CH3:4])([CH3:3])[CH3:2].[CH:33](=O)[C:34]1[CH:39]=[CH:38][CH:37]=[CH:36][CH:35]=1.C(O)(=O)C.C([BH3-])#N.[Na+], predict the reaction product. (4) Given the reactants [N:1]1[C:10]2[C:5](=[CH:6][N:7]=[CH:8][CH:9]=2)[CH:4]=[CH:3][C:2]=1[C:11]([OH:13])=O.O.ON1C2C=CC=CC=2N=N1.[Cl:25][C:26]1[CH:33]=[CH:32][CH:31]=[CH:30][C:27]=1[CH2:28][NH2:29].Cl.CN(C)CCCN=C=NCC, predict the reaction product. The product is: [Cl:25][C:26]1[CH:33]=[CH:32][CH:31]=[CH:30][C:27]=1[CH2:28][NH:29][C:11]([C:2]1[CH:3]=[CH:4][C:5]2[C:10](=[CH:9][CH:8]=[N:7][CH:6]=2)[N:1]=1)=[O:13]. (5) Given the reactants [CH3:1][O:2][C:3]1[CH:10]=[CH:9][C:6]([CH:7]=[O:8])=[C:5]([OH:11])[CH:4]=1.[CH3:12][O:13][CH2:14][CH2:15][O:16][CH2:17]Cl.C(N(C(C)C)CC)(C)C, predict the reaction product. The product is: [CH3:1][O:2][C:3]1[CH:10]=[CH:9][C:6]([CH:7]=[O:8])=[C:5]([O:11][CH2:12][O:13][CH2:14][CH2:15][O:16][CH3:17])[CH:4]=1. (6) Given the reactants [CH3:1][C:2]1[CH:3]=[CH:4][C:5]2[O:10][CH2:9][C:8](=[O:11])[NH:7][C:6]=2[CH:12]=1.Cl[CH2:14][CH2:15][CH2:16]I.C([O-])([O-])=O.[Cs+].[Cs+].C([O-])([O-])=O.[K+].[K+].[CH2:30]([CH:34]1[CH2:39][CH2:38][NH:37][CH2:36][CH2:35]1)[CH2:31][CH2:32][CH3:33].[N-]=C=O, predict the reaction product. The product is: [CH2:30]([CH:34]1[CH2:39][CH2:38][N:37]([CH2:14][CH2:15][CH2:16][N:7]2[C:6]3[CH:12]=[C:2]([CH3:1])[CH:3]=[CH:4][C:5]=3[O:10][CH2:9][C:8]2=[O:11])[CH2:36][CH2:35]1)[CH2:31][CH2:32][CH3:33]. (7) Given the reactants [CH2:1]([O:8][C:9](=[O:23])[CH2:10][CH2:11][C:12]1[CH:17]=[CH:16][C:15]([O:18][CH2:19][C:20]([OH:22])=[O:21])=[CH:14][CH:13]=1)[C:2]1[CH:7]=[CH:6][CH:5]=[CH:4][CH:3]=1.ClC[C:26]([N:28]([CH2:30][CH2:31][OH:32])[CH3:29])=[O:27].[C:33](=O)([O-])O.[Na+], predict the reaction product. The product is: [CH2:1]([O:8][C:9](=[O:23])[CH2:10][CH2:11][C:12]1[CH:13]=[CH:14][C:15]([O:18][CH:19]([C:26](=[O:27])[N:28]([CH2:30][CH2:31][OH:32])[CH3:29])[C:20]([O:22][CH3:33])=[O:21])=[CH:16][CH:17]=1)[C:2]1[CH:7]=[CH:6][CH:5]=[CH:4][CH:3]=1. (8) Given the reactants Cl[C:2](Cl)(Cl)[CH:3]([OH:5])O.[O-]S([O-])(=O)=O.[Na+].[Na+].[NH2:15][C:16]1[CH:21]=[CH:20][CH:19]=[CH:18][CH:17]=1.Cl.Cl.[NH2:24][OH:25], predict the reaction product. The product is: [CH:19]1[CH:20]=[CH:21][C:16]([NH:15][C:3](/[CH:2]=[N:24]/[OH:25])=[O:5])=[CH:17][CH:18]=1.